Task: Binary Classification. Given a miRNA mature sequence and a target amino acid sequence, predict their likelihood of interaction.. Dataset: Experimentally validated miRNA-target interactions with 360,000+ pairs, plus equal number of negative samples (1) The miRNA is mmu-miR-743a-3p with sequence GAAAGACACCAAGCUGAGUAGA. The protein sequence of the target gene is MNILAPVRRDRVLAELPQCLKKEAALHVRKDFHPRVTCACQEHRTGTVGFKISKVIVVGDLSVGKTCLINRFCKDTFDKNYKATIGVDFEMERFEVLGVPFSLQLWDTAGQERFKCIASTYYRGAQAIIIVFNLNDVASLEHTKQWLTDALKENDPSNVLLFLVGSKKDLSTPAQYSLMEKDALKVAQEIKAEYWAVSSLTGENVREFFFRVAALTFEANVLADVEKSGARHIADVVRINSDDKNLYLTASKKKATCCP. Result: 0 (no interaction). (2) The miRNA is hsa-miR-148a-5p with sequence AAAGUUCUGAGACACUCCGACU. The protein sequence of the target gene is MTMRSLLRTPFLCGLLWAFCAPGARAEEPAASFSQPGSMGLDKNTVHDQEHIMEHLEGVINKPEAEMSPQELQLHYFKMHDYDGNNLLDGLELSTAITHVHKEEGSEQAPLMSEDELINIIDGVLRDDDKNNDGYIDYAEFAKSLQ. Result: 0 (no interaction). (3) The miRNA is hsa-miR-532-3p with sequence CCUCCCACACCCAAGGCUUGCA. The protein sequence of the target gene is MWKDLPQNVPRIPRIQVPAAAADNSLLKDLNQGQRCYLYSIMRIYDSRPQWKALQTRYIHSLGYQQHLGYITQQEALSCAAVLRHSTMRASATVAPQRTILPRVFSHAKKGQPAKPGFRVGSRASLHSMLSTKTLDKA. Result: 0 (no interaction).